This data is from Peptide-MHC class II binding affinity with 134,281 pairs from IEDB. The task is: Regression. Given a peptide amino acid sequence and an MHC pseudo amino acid sequence, predict their binding affinity value. This is MHC class II binding data. The peptide sequence is HTGREIVDLMMCHAT. The MHC is HLA-DPA10103-DPB10401 with pseudo-sequence HLA-DPA10103-DPB10401. The binding affinity (normalized) is 0.